From a dataset of Catalyst prediction with 721,799 reactions and 888 catalyst types from USPTO. Predict which catalyst facilitates the given reaction. (1) Reactant: CS([C:5]1[N:10]=[CH:9][N:8]=[C:7]([O:11][C:12]2[CH:17]=[CH:16][C:15]([NH:18][C:19]([NH:21][C:22]3[CH:27]=[CH:26][CH:25]=[C:24]([C:28]([F:31])([F:30])[F:29])[CH:23]=3)=[O:20])=[CH:14][CH:13]=2)[CH:6]=1)(=O)=O.[NH2:32][CH2:33][CH2:34][OH:35]. Product: [OH:35][CH2:34][CH2:33][NH:32][C:5]1[N:10]=[CH:9][N:8]=[C:7]([O:11][C:12]2[CH:17]=[CH:16][C:15]([NH:18][C:19]([NH:21][C:22]3[CH:27]=[CH:26][CH:25]=[C:24]([C:28]([F:31])([F:30])[F:29])[CH:23]=3)=[O:20])=[CH:14][CH:13]=2)[CH:6]=1. The catalyst class is: 4. (2) Reactant: [C@@H]1(O[C@H](CO)[C@H](O)[C@@H](O)C=O)O[C@H](CO)[C@H](O)[C@H](O)[C@H]1O.[O:22]([C:34]1[CH:39]=[CH:38][CH:37]=[CH:36][C:35]=1[N+:40]([O-:42])=[O:41])[C@@H]1O[C@H](CO)[C@H](O)[C@H](O)[C@H]1O.O=C[C@@H]([C@H]([C@@H](CO)O)O)O.OP([O-])(O)=O.[K+].OP([O-])([O-])=O.[K+].[K+].[Mg+2].[Cl-].[Cl-].SC(O)C. Product: [N+:40]([C:35]1[CH:36]=[CH:37][CH:38]=[CH:39][C:34]=1[OH:22])([O-:42])=[O:41]. The catalyst class is: 6.